From a dataset of Forward reaction prediction with 1.9M reactions from USPTO patents (1976-2016). Predict the product of the given reaction. Given the reactants Cl[C:2]1[CH:7]=[N:6][CH:5]=[C:4]([C:8]2[O:9][CH:10]=[CH:11][CH:12]=2)[N:3]=1.[NH:13]1[CH2:18][CH2:17][NH:16][CH2:15][CH2:14]1.C([O-])([O-])=O.[K+].[K+], predict the reaction product. The product is: [O:9]1[CH:10]=[CH:11][CH:12]=[C:8]1[C:4]1[CH:5]=[N:6][CH:7]=[C:2]([N:13]2[CH2:18][CH2:17][NH:16][CH2:15][CH2:14]2)[N:3]=1.